This data is from Forward reaction prediction with 1.9M reactions from USPTO patents (1976-2016). The task is: Predict the product of the given reaction. (1) Given the reactants [NH2:1][C:2]1[S:3][CH:4]=[C:5]2[C:10]=1[C:9](=[O:11])[N:8]([C:12]1[CH:17]=[CH:16][C:15]([Cl:18])=[CH:14][CH:13]=1)[N:7]=[C:6]2[C:19]([NH:21][CH:22](C)C)=[O:20].N[C:26]1SC=C2C=1C(=O)N(C1C=CC(Cl)=CC=1)N=C2C(O)=O.Cl.CNC, predict the reaction product. The product is: [NH2:1][C:2]1[S:3][CH:4]=[C:5]2[C:10]=1[C:9](=[O:11])[N:8]([C:12]1[CH:13]=[CH:14][C:15]([Cl:18])=[CH:16][CH:17]=1)[N:7]=[C:6]2[C:19]([N:21]([CH3:22])[CH3:26])=[O:20]. (2) Given the reactants FC(F)(F)C(O[C:6]1[CH2:7][CH2:8][N:9]([C:12]([O:14][C:15]([CH3:18])([CH3:17])[CH3:16])=[O:13])[CH2:10][CH:11]=1)=O.[CH3:21][Sn:22]([CH3:28])([CH3:27])[Sn:22]([CH3:28])([CH3:27])[CH3:21].[Cl-].[Li+], predict the reaction product. The product is: [CH3:21][Sn:22]([CH3:28])([CH3:27])[C:6]1[CH2:7][CH2:8][N:9]([C:12]([O:14][C:15]([CH3:18])([CH3:17])[CH3:16])=[O:13])[CH2:10][CH:11]=1. (3) Given the reactants F[B-](F)(F)F.[C:6]1([C:12]2[CH:17]=[C:16]([C:18]3[CH:23]=[CH:22][CH:21]=[CH:20][CH:19]=3)[CH:15]=[C:14]([C:24]3[CH:29]=[CH:28][CH:27]=[CH:26][CH:25]=3)[O+:13]=2)[CH:11]=[CH:10][CH:9]=[CH:8][CH:7]=1.[C:30]1(=[O:37])[CH2:35][CH2:34][CH2:33][CH2:32][C:31]1=[O:36].C(O)(=O)C.C(N(CC)CC)C, predict the reaction product. The product is: [CH2:17]([C:16]1([C:18]2[CH:23]=[CH:22][CH:21]=[CH:20][CH:19]=2)[CH:15]=[C:14]([C:24]2[CH:25]=[CH:26][CH:27]=[CH:28][CH:29]=2)[C:32]2[CH2:33][CH2:34][CH2:35][C:30](=[O:37])[C:31]=2[O:36]1)[C:12]([C:6]1[CH:11]=[CH:10][CH:9]=[CH:8][CH:7]=1)=[O:13]. (4) Given the reactants Br[C:2]1[CH:9]=[CH:8][C:5]([CH:6]=[O:7])=[CH:4][CH:3]=1.[S:10]1[CH:14]=[CH:13][CH:12]=[C:11]1B(O)O.C([O-])([O-])=O.[Na+].[Na+], predict the reaction product. The product is: [S:10]1[CH:14]=[CH:13][CH:12]=[C:11]1[C:2]1[CH:9]=[CH:8][C:5]([CH:6]=[O:7])=[CH:4][CH:3]=1. (5) The product is: [CH3:1][O:2][C:3](=[O:21])[CH2:4][CH:5]([C:8]1[CH:9]=[CH:10][C:11]([OH:14])=[CH:12][CH:13]=1)[CH:6]([O:7][CH3:39])[O:24][CH3:23]. Given the reactants [CH3:1][O:2][C:3](=[O:21])[CH2:4][CH:5]([C:8]1[CH:13]=[CH:12][C:11]([O:14]C2CCCCO2)=[CH:10][CH:9]=1)[CH:6]=[O:7].C12(CS(O)(=O)=O)C(C)(C)C(CC1)C[C:23]2=[O:24].[OH-].[Na+].[CH3:39]O, predict the reaction product.